Dataset: Catalyst prediction with 721,799 reactions and 888 catalyst types from USPTO. Task: Predict which catalyst facilitates the given reaction. (1) Reactant: [CH3:1][O:2][C@H:3]1[CH2:8][CH2:7][C@H:6]([N:9]2C(=O)C3C(=CC=CC=3)C2=O)[CH2:5][CH2:4]1.O.NN. Product: [CH3:1][O:2][C@H:3]1[CH2:8][CH2:7][C@H:6]([NH2:9])[CH2:5][CH2:4]1. The catalyst class is: 8. (2) Reactant: [CH3:1][O:2][C:3]1[CH:4]=[C:5]2[C:10](=[CH:11][C:12]=1[O:13][CH3:14])[C:9](=[O:15])[NH:8][CH2:7]/[C:6]/2=[CH:16]\[C:17]([NH:19][C:20]1[CH:29]=[CH:28][CH:27]=[CH:26][C:21]=1[C:22]([O:24]C)=[O:23])=[O:18].[Li+].[OH-]. Product: [CH3:1][O:2][C:3]1[CH:4]=[C:5]2[C:10](=[CH:11][C:12]=1[O:13][CH3:14])[C:9](=[O:15])[NH:8][CH2:7]/[C:6]/2=[CH:16]\[C:17]([NH:19][C:20]1[CH:29]=[CH:28][CH:27]=[CH:26][C:21]=1[C:22]([OH:24])=[O:23])=[O:18]. The catalyst class is: 92. (3) Reactant: Cl[C:2]1[C:11]2[C:6](=[CH:7][CH:8]=[CH:9][CH:10]=2)[N:5]=[CH:4][C:3]=1[N+:12]([O-:14])=[O:13].C(N(CC)CC)C.[NH2:22][CH2:23][CH2:24][CH2:25][CH2:26][OH:27]. Product: [N+:12]([C:3]1[CH:4]=[N:5][C:6]2[C:11]([C:2]=1[NH:22][CH2:23][CH2:24][CH2:25][CH2:26][OH:27])=[CH:10][CH:9]=[CH:8][CH:7]=2)([O-:14])=[O:13]. The catalyst class is: 4. (4) Reactant: [N:1]1[CH:6]=[CH:5][C:4]([C:7]2[C:8](=[O:17])[NH:9][C:10]3[C:15]([CH:16]=2)=[CH:14][CH:13]=[CH:12][CH:11]=3)=[CH:3][CH:2]=1.Cl.[H][H]. Product: [NH:1]1[CH2:2][CH2:3][CH:4]([C:7]2[C:8](=[O:17])[NH:9][C:10]3[C:15]([CH:16]=2)=[CH:14][CH:13]=[CH:12][CH:11]=3)[CH2:5][CH2:6]1. The catalyst class is: 63. (5) Reactant: [C:1]([O:5][C:6](=[O:14])[NH:7][C@H:8]([CH3:13])[C:9](O)([CH3:11])[CH3:10])([CH3:4])([CH3:3])[CH3:2].CCN(S(F)(F)[F:21])CC. Product: [C:1]([O:5][C:6](=[O:14])[NH:7][C@H:8]([CH3:13])[C:9]([F:21])([CH3:11])[CH3:10])([CH3:4])([CH3:3])[CH3:2]. The catalyst class is: 2. (6) Reactant: C([N:8]1[CH2:11][CH:10]([O:12][C:13]2[N:18]=[CH:17][N:16]=[C:15]3[N:19]([C:22]4[CH:27]=[CH:26][C:25]([S:28]([CH3:31])(=[O:30])=[O:29])=[CH:24][CH:23]=4)[N:20]=[CH:21][C:14]=23)[CH2:9]1)C1C=CC=CC=1.[H][H]. Product: [NH:8]1[CH2:9][CH:10]([O:12][C:13]2[N:18]=[CH:17][N:16]=[C:15]3[N:19]([C:22]4[CH:23]=[CH:24][C:25]([S:28]([CH3:31])(=[O:30])=[O:29])=[CH:26][CH:27]=4)[N:20]=[CH:21][C:14]=23)[CH2:11]1. The catalyst class is: 407.